The task is: Predict the reactants needed to synthesize the given product.. This data is from Full USPTO retrosynthesis dataset with 1.9M reactions from patents (1976-2016). (1) Given the product [F:23][C:19]1[C:18]([O:24][CH3:25])=[C:17]([C:13]2[CH:14]=[CH:15][CH:16]=[C:11]([N:9]3[CH:10]=[C:6]([C:4]([C:31]4[S:32][C:28]([CH3:27])=[CH:29][N:30]=4)=[O:5])[N:7]=[CH:8]3)[CH:12]=2)[CH:22]=[CH:21][CH:20]=1, predict the reactants needed to synthesize it. The reactants are: CON(C)[C:4]([C:6]1[N:7]=[CH:8][N:9]([C:11]2[CH:12]=[C:13]([C:17]3[CH:22]=[CH:21][CH:20]=[C:19]([F:23])[C:18]=3[O:24][CH3:25])[CH:14]=[CH:15][CH:16]=2)[CH:10]=1)=[O:5].[CH3:27][C:28]1[S:32][CH:31]=[N:30][CH:29]=1. (2) Given the product [CH2:17]([O:19][C:20]([C:22]1([CH3:28])[CH2:27][CH2:26][N:25]([C:11]2[N:10]=[N:9][C:8]([CH2:1][C:2]3[CH:7]=[CH:6][CH:5]=[CH:4][CH:3]=3)=[C:13]([CH3:14])[C:12]=2[CH3:15])[CH2:24][CH2:23]1)=[O:21])[CH3:18], predict the reactants needed to synthesize it. The reactants are: [CH2:1]([C:8]1[N:9]=[N:10][C:11](Cl)=[C:12]([CH3:15])[C:13]=1[CH3:14])[C:2]1[CH:7]=[CH:6][CH:5]=[CH:4][CH:3]=1.[CH2:17]([O:19][C:20]([C:22]1([CH3:28])[CH2:27][CH2:26][NH:25][CH2:24][CH2:23]1)=[O:21])[CH3:18].CCN(C(C)C)C(C)C. (3) Given the product [F:1][C:2]1[CH:7]=[CH:6][CH:5]=[CH:4][C:3]=1[CH2:8][O:9][C:10]1[CH:15]=[CH:14][C:13]([C@@H:16]2[N:20]([C:21]([O:23][C:24]([CH3:27])([CH3:26])[CH3:25])=[O:22])[C@:19]([CH2:44][OH:45])([C:28]([O:30][CH3:31])=[O:29])[CH2:18][CH2:17]2)=[CH:12][C:11]=1[O:32][CH3:33], predict the reactants needed to synthesize it. The reactants are: [F:1][C:2]1[CH:7]=[CH:6][CH:5]=[CH:4][C:3]=1[CH2:8][O:9][C:10]1[CH:15]=[CH:14][C:13]([C@@H:16]2[N:20]([C:21]([O:23][C:24]([CH3:27])([CH3:26])[CH3:25])=[O:22])[C@H:19]([C:28]([O:30][CH3:31])=[O:29])[CH2:18][CH2:17]2)=[CH:12][C:11]=1[O:32][CH3:33].[Li+].C[Si]([N-][Si](C)(C)C)(C)C.[CH:44](OCC)=[O:45].[BH4-].[Na+]. (4) Given the product [OH:2][C:3]1[C:12]([OH:13])=[CH:11][C:10]([S:15]([C:18]2[CH:23]=[CH:22][C:21]([CH3:24])=[CH:20][CH:19]=2)(=[O:17])=[O:16])=[CH:9][C:4]=1[C:5]([OH:7])=[O:6], predict the reactants needed to synthesize it. The reactants are: C[O:2][C:3]1[C:12]([O:13]C)=[CH:11][C:10]([S:15]([C:18]2[CH:23]=[CH:22][C:21]([CH3:24])=[CH:20][CH:19]=2)(=[O:17])=[O:16])=[CH:9][C:4]=1[C:5]([O:7]C)=[O:6].O. (5) Given the product [CH3:24][O:25][C:26](=[O:34])[C:27]1[CH:32]=[CH:31][C:30]([NH:33][C:2]2[C:11]3=[N:12][NH:13][CH:14]=[C:10]3[C:9]3[CH:8]=[CH:7][CH:6]=[CH:5][C:4]=3[N:3]=2)=[CH:29][CH:28]=1, predict the reactants needed to synthesize it. The reactants are: Cl[C:2]1[C:11]2=[N:12][N:13](CC3C=CC(OC)=CC=3)[CH:14]=[C:10]2[C:9]2[CH:8]=[CH:7][CH:6]=[CH:5][C:4]=2[N:3]=1.[CH3:24][O:25][C:26](=[O:34])[C:27]1[CH:32]=[CH:31][C:30]([NH2:33])=[CH:29][CH:28]=1.Cl. (6) Given the product [Cl:1][C:2]1[CH:10]=[CH:9][CH:8]=[C:7]2[C:3]=1[C:4]([C:15]([NH:19][CH2:20][C:21]1([OH:31])[CH2:26][CH2:25][CH2:24][CH:23]([C:27]([F:29])([F:30])[F:28])[CH2:22]1)=[O:17])=[CH:5][N:6]2[CH:11]1[CH2:12][O:13][CH2:14]1, predict the reactants needed to synthesize it. The reactants are: [Cl:1][C:2]1[CH:10]=[CH:9][CH:8]=[C:7]2[C:3]=1[C:4]([C:15]([OH:17])=O)=[CH:5][N:6]2[CH:11]1[CH2:14][O:13][CH2:12]1.Cl.[NH2:19][CH2:20][C:21]1([OH:31])[CH2:26][CH2:25][CH2:24][CH:23]([C:27]([F:30])([F:29])[F:28])[CH2:22]1.Cl.CN(C)CCCN=C=NCC.N1(O)C2C=CC=CC=2N=N1.C(N(C(C)C)C(C)C)C. (7) Given the product [CH3:19][C:17]1[CH:18]=[C:2]2[C:3]([C:4](=[O:5])[N:6]([CH:7]3[CH2:12][CH2:11][C:10](=[O:13])[NH:9][C:8]3=[O:14])[CH:20]=[N:1]2)=[CH:15][CH:16]=1, predict the reactants needed to synthesize it. The reactants are: [NH2:1][C:2]1[CH:18]=[C:17]([CH3:19])[CH:16]=[CH:15][C:3]=1[C:4]([NH:6][CH:7]1[CH2:12][CH2:11][C:10](=[O:13])[NH:9][C:8]1=[O:14])=[O:5].[C:20]1(C)C=CC(S(O)(=O)=O)=CC=1. (8) Given the product [O:1]1[CH:5]=[CH:4][CH:3]=[C:2]1[C:6]1[CH:7]=[CH:8][C:9]([C:10]([N:12]([CH2:16][C:17]2[CH:32]=[CH:31][CH:30]=[CH:29][C:18]=2[O:19][CH2:20][CH2:21][CH2:22][CH2:23][C:24]([OH:26])=[O:25])[CH:13]([CH3:15])[CH3:14])=[O:11])=[CH:33][CH:34]=1, predict the reactants needed to synthesize it. The reactants are: [O:1]1[CH:5]=[CH:4][CH:3]=[C:2]1[C:6]1[CH:34]=[CH:33][C:9]([C:10]([N:12]([CH2:16][C:17]2[CH:32]=[CH:31][CH:30]=[CH:29][C:18]=2[O:19][CH2:20][CH2:21][CH2:22][CH2:23][C:24]([O:26]CC)=[O:25])[CH:13]([CH3:15])[CH3:14])=[O:11])=[CH:8][CH:7]=1.O.[OH-].[Li+].Cl. (9) Given the product [OH:45][C:42]1[CH:14]=[CH:15][C:7]([C:7]2[CH:15]=[CH:14][C:13]([C:16]3[N:17]([C:32]([O:34][C:35]([CH3:36])([CH3:38])[CH3:37])=[O:33])[C:18]4[C:23]([CH:24]=3)=[CH:22][C:21]([CH2:25][N:26]3[CH2:31][CH2:30][CH2:29][CH2:28][CH2:27]3)=[CH:20][CH:19]=4)=[C:12]3[C:8]=2[CH2:9][NH:10][C:11]3=[O:39])=[CH:8][CH:9]=1, predict the reactants needed to synthesize it. The reactants are: FC(F)(F)S(O[C:7]1[CH:15]=[CH:14][C:13]([C:16]2[N:17]([C:32]([O:34][C:35]([CH3:38])([CH3:37])[CH3:36])=[O:33])[C:18]3[C:23]([CH:24]=2)=[CH:22][C:21]([CH2:25][N:26]2[CH2:31][CH2:30][CH2:29][CH2:28][CH2:27]2)=[CH:20][CH:19]=3)=[C:12]2[C:8]=1[CH2:9][NH:10][C:11]2=[O:39])(=O)=O.[C:42](=[O:45])([O-])[O-].[K+].[K+].O. (10) Given the product [CH3:6][O:7][C:8]1[CH:17]=[C:16]2[C:11]([C:12]([O:18][C:19]3[C:20]([CH3:29])=[N:21][C:22]4[C:27]([CH:28]=3)=[CH:26][CH:25]=[CH:24][CH:23]=4)=[CH:13][CH:14]=[N:15]2)=[CH:10][C:9]=1[O:30][CH2:37][CH:39]1[CH2:40][O:41]1, predict the reactants needed to synthesize it. The reactants are: CN(C)C=O.[CH3:6][O:7][C:8]1[CH:17]=[C:16]2[C:11]([C:12]([O:18][C:19]3[C:20]([CH3:29])=[N:21][C:22]4[C:27]([CH:28]=3)=[CH:26][CH:25]=[CH:24][CH:23]=4)=[CH:13][CH:14]=[N:15]2)=[CH:10][C:9]=1[OH:30].C(=O)([O-])[O-].[K+].[K+].[CH2:37]([CH:39]1[O:41][CH2:40]1)Br.